From a dataset of Catalyst prediction with 721,799 reactions and 888 catalyst types from USPTO. Predict which catalyst facilitates the given reaction. Reactant: [N:1]1[CH:6]=[CH:5][C:4]([C:7]2[S:15][C:14]3[C:13](=[O:16])[NH:12][C:11]4([CH2:21][CH2:20][NH:19][CH2:18][CH2:17]4)[NH:10][C:9]=3[CH:8]=2)=[CH:3][CH:2]=1.[C:22]1([CH2:28][C:29](O)=[O:30])[CH:27]=[CH:26][CH:25]=[CH:24][CH:23]=1.C(N(CC)C(C)C)(C)C.Cl.C(N=C=NCCCN(C)C)C.OC1C2N=NNC=2C=CC=1.C([O-])(O)=O.[Na+]. Product: [C:22]1([CH2:28][C:29]([N:19]2[CH2:20][CH2:21][C:11]3([NH:10][C:9]4[CH:8]=[C:7]([C:4]5[CH:5]=[CH:6][N:1]=[CH:2][CH:3]=5)[S:15][C:14]=4[C:13](=[O:16])[NH:12]3)[CH2:17][CH2:18]2)=[O:30])[CH:27]=[CH:26][CH:25]=[CH:24][CH:23]=1. The catalyst class is: 3.